Dataset: Full USPTO retrosynthesis dataset with 1.9M reactions from patents (1976-2016). Task: Predict the reactants needed to synthesize the given product. (1) Given the product [C:1]([C:3]1[CH:4]=[C:5]([C:10]2[S:14][C:13]([C:15]([O:17][CH3:18])=[O:16])=[CH:12][CH:11]=2)[CH:6]=[CH:7][C:8]=1[O:9][CH2:19][CH2:20][CH3:21])#[N:2], predict the reactants needed to synthesize it. The reactants are: [C:1]([C:3]1[CH:4]=[C:5]([C:10]2[S:14][C:13]([C:15]([O:17][CH3:18])=[O:16])=[CH:12][CH:11]=2)[CH:6]=[CH:7][C:8]=1[OH:9])#[N:2].[CH2:19](I)[CH2:20][CH3:21].C(=O)([O-])[O-].[K+].[K+]. (2) Given the product [CH3:1][O:2][C:3](=[O:33])[C:4]1[CH:9]=[CH:8][C:7]([CH2:10][N:11]2[CH:15]=[C:14]([C:16]3[CH:21]=[CH:20][C:19]([Cl:22])=[CH:18][C:17]=3[Cl:23])[N:13]=[C:12]2/[CH:24]=[CH:25]/[C:26]2[CH:31]=[CH:30][C:29]([C:35]3[CH:40]=[CH:39][C:38]([NH:41][C:42]([O:44][C:45]([CH3:46])([CH3:47])[CH3:48])=[O:43])=[C:37]([O:49][CH3:50])[CH:36]=3)=[CH:28][CH:27]=2)=[CH:6][CH:5]=1, predict the reactants needed to synthesize it. The reactants are: [CH3:1][O:2][C:3](=[O:33])[C:4]1[CH:9]=[CH:8][C:7]([CH2:10][N:11]2[CH:15]=[C:14]([C:16]3[CH:21]=[CH:20][C:19]([Cl:22])=[CH:18][C:17]=3[Cl:23])[N:13]=[C:12]2/[CH:24]=[CH:25]/[C:26]2[CH:31]=[CH:30][C:29](Br)=[CH:28][CH:27]=2)=[CH:6][CH:5]=1.B(O)(O)[C:35]1[CH:40]=[CH:39][C:38]([NH:41][C:42]([O:44][C:45]([CH3:48])([CH3:47])[CH3:46])=[O:43])=[C:37]([O:49][CH3:50])[CH:36]=1. (3) Given the product [Cl:1][C:2]1[CH:10]=[C:9]([N:11]2[CH2:15][CH2:14][CH2:13][CH2:12]2)[CH:8]=[CH:7][C:3]=1[C:4]([N:11]1[C:9]2[CH:8]=[CH:7][CH:3]=[CH:23][C:24]=2[CH2:25][N:21]([CH3:20])[C:22](=[O:26])[CH2:12]1)=[O:6], predict the reactants needed to synthesize it. The reactants are: [Cl:1][C:2]1[CH:10]=[C:9]([N:11]2[CH2:15][CH2:14][CH2:13][CH2:12]2)[CH:8]=[CH:7][C:3]=1[C:4]([OH:6])=O.S(Cl)(Cl)=O.[CH3:20][N:21]1[CH2:25][CH2:24][CH2:23][C:22]1=[O:26]. (4) Given the product [CH3:1][O:2][C:3]([C:5]1[CH:6]=[C:7]2[C:12](=[CH:13][CH:14]=1)[O:11][CH2:10][CH:9]([NH2:32])[CH2:8]2)=[O:4], predict the reactants needed to synthesize it. The reactants are: [CH3:1][O:2][C:3]([C:5]1[CH:6]=[C:7]2[C:12](=[CH:13][CH:14]=1)[O:11][CH2:10][CH:9](C(O)=O)[CH2:8]2)=[O:4].C1(P([N:32]=[N+]=[N-])(C2C=CC=CC=2)=O)C=CC=CC=1.